This data is from Full USPTO retrosynthesis dataset with 1.9M reactions from patents (1976-2016). The task is: Predict the reactants needed to synthesize the given product. (1) Given the product [Cl:14][C:15]1[N:20]=[C:19]2[O:21][CH:39]([C:36]3[CH:37]=[CH:38][C:33]([C:26]4[CH:27]=[C:28]([O:31][CH3:32])[CH:29]=[CH:30][C:25]=4[F:24])=[CH:34][CH:35]=3)[CH2:40][CH2:22][C:18]2=[CH:17][CH:16]=1, predict the reactants needed to synthesize it. The reactants are: [N+](C1(C)CCC(C(C)C)CC1)([O-])=O.[Cl:14][C:15]1[NH:20][C:19](=[O:21])[C:18]([CH2:22]O)=[CH:17][CH:16]=1.[F:24][C:25]1[CH:30]=[CH:29][C:28]([O:31][CH3:32])=[CH:27][C:26]=1[C:33]1[CH:38]=[CH:37][C:36]([CH:39]=[CH2:40])=[CH:35][CH:34]=1.Cl([O-])(=O)(=O)=O.[Li+].O. (2) The reactants are: C(OC([N:8]1[CH2:13][CH2:12][N:11]([CH2:14][CH2:15][N:16]2[CH2:20][CH2:19][CH2:18][S:17]2(=[O:22])=[O:21])[CH2:10][CH2:9]1)=O)(C)(C)C.[F:23][C:24]([F:29])([F:28])[C:25]([OH:27])=[O:26]. Given the product [F:23][C:24]([F:29])([F:28])[C:25]([OH:27])=[O:26].[O:22]=[S:17]1(=[O:21])[CH2:18][CH2:19][CH2:20][N:16]1[CH2:15][CH2:14][N:11]1[CH2:10][CH2:9][NH:8][CH2:13][CH2:12]1, predict the reactants needed to synthesize it. (3) Given the product [Cl:1][C:2]1[C:3]([F:28])=[C:4]([C@@H:8]2[C@:12]([C:15]3[CH:20]=[CH:19][C:18]([Cl:21])=[CH:17][C:16]=3[F:22])([C:13]#[N:14])[C@H:11]([CH2:23][C:24]([CH3:25])([CH3:27])[CH3:26])[CH2:10][N:9]2[C:29]([C:30]2[CH:31]=[C:32]([CH:36]=[CH:37][CH:38]=2)[C:33]([OH:35])=[O:34])=[O:39])[CH:5]=[CH:6][CH:7]=1, predict the reactants needed to synthesize it. The reactants are: [Cl:1][C:2]1[C:3]([F:28])=[C:4]([CH:8]2[C:12]([C:15]3[CH:20]=[CH:19][C:18]([Cl:21])=[CH:17][C:16]=3[F:22])([C:13]#[N:14])[CH:11]([CH2:23][C:24]([CH3:27])([CH3:26])[CH3:25])[CH2:10][NH:9]2)[CH:5]=[CH:6][CH:7]=1.[C:29](O)(=[O:39])[C:30]1[CH:38]=[CH:37][CH:36]=[C:32]([C:33]([OH:35])=[O:34])[CH:31]=1.CN(C(ON1N=NC2C=CC=NC1=2)=[N+](C)C)C.F[P-](F)(F)(F)(F)F.CCN(C(C)C)C(C)C. (4) Given the product [S:1]1[CH2:2][CH:3]=[C:4]([C:7]2[CH:12]=[CH:11][C:10]([N:13]3[CH2:17][C@H:16]([CH2:18][O:19][S:30]([CH3:29])(=[O:32])=[O:31])[O:15][C:14]3=[O:20])=[CH:9][C:8]=2[F:21])[CH2:5][CH2:6]1, predict the reactants needed to synthesize it. The reactants are: [S:1]1[CH2:6][CH:5]=[C:4]([C:7]2[CH:12]=[CH:11][C:10]([N:13]3[CH2:17][C@H:16]([CH2:18][OH:19])[O:15][C:14]3=[O:20])=[CH:9][C:8]=2[F:21])[CH2:3][CH2:2]1.C(N(CC)CC)C.[CH3:29][S:30](Cl)(=[O:32])=[O:31]. (5) Given the product [CH3:7][C:4]1[S:5][CH:6]=[C:2]([C:16]#[C:15][CH2:14][O:17][CH:18]2[CH2:23][CH2:22][CH2:21][CH2:20][O:19]2)[CH:3]=1, predict the reactants needed to synthesize it. The reactants are: Br[C:2]1[CH:3]=[C:4]([CH3:7])[S:5][CH:6]=1.C(=O)([O-])[O-].[Cs+].[Cs+].[CH2:14]([O:17][CH:18]1[CH2:23][CH2:22][CH2:21][CH2:20][O:19]1)[C:15]#[CH:16].C1(P(C2CCCCC2)C2C=CC=CC=2C2C(C(C)C)=CC(C(C)C)=CC=2C(C)C)CCCCC1.